Dataset: Full USPTO retrosynthesis dataset with 1.9M reactions from patents (1976-2016). Task: Predict the reactants needed to synthesize the given product. (1) Given the product [Cl:30][C:8]1[CH:7]=[N:6][CH:5]=[C:4]([C:9]=1[NH:10][C:11]1[C:20]2[C:15](=[C:16]([O:23][CH:24]3[CH2:28][CH2:27][CH2:26][CH2:25]3)[C:17]([O:21][CH3:22])=[CH:18][CH:19]=2)[O:14][C:13](=[O:29])[CH:12]=1)[C:13]([O:14][CH3:15])=[O:29], predict the reactants needed to synthesize it. The reactants are: [C]=O.Br[C:4]1[CH:5]=[N:6][CH:7]=[C:8]([Cl:30])[C:9]=1[NH:10][C:11]1[C:20]2[C:15](=[C:16]([O:23][CH:24]3[CH2:28][CH2:27][CH2:26][CH2:25]3)[C:17]([O:21][CH3:22])=[CH:18][CH:19]=2)[O:14][C:13](=[O:29])[CH:12]=1.C1C=CC(P(C2C=CC=CC=2)CCCP(C2C=CC=CC=2)C2C=CC=CC=2)=CC=1.C(N(CC)CC)C. (2) Given the product [C:57]([O:61][C:62]([N:64]1[CH2:69][CH2:68][CH:67]([NH:70][C:26](=[O:27])[C:25]2[CH:29]=[CH:30][C:22]([NH:21][C:19]3[N:18]=[CH:17][C:8]4[N:9]([CH3:16])[C:10](=[O:15])[C:11]([F:13])([F:14])[CH2:12][N:6]([CH:1]5[CH2:5][CH2:4][CH2:3][CH2:2]5)[C:7]=4[N:20]=3)=[C:23]([O:31][CH3:32])[CH:24]=2)[CH2:66][CH2:65]1)=[O:63])([CH3:60])([CH3:58])[CH3:59], predict the reactants needed to synthesize it. The reactants are: [CH:1]1([N:6]2[CH2:12][C:11]([F:14])([F:13])[C:10](=[O:15])[N:9]([CH3:16])[C:8]3[CH:17]=[N:18][C:19]([NH:21][C:22]4[CH:30]=[CH:29][C:25]([C:26](O)=[O:27])=[CH:24][C:23]=4[O:31][CH3:32])=[N:20][C:7]2=3)[CH2:5][CH2:4][CH2:3][CH2:2]1.F[P-](F)(F)(F)(F)F.CN(C(N(C)C)=[N+]1C2C(=NC=CC=2)[N+]([O-])=N1)C.[C:57]([O:61][C:62]([N:64]1[CH2:69][CH2:68][CH:67]([NH2:70])[CH2:66][CH2:65]1)=[O:63])([CH3:60])([CH3:59])[CH3:58].[OH-].[Na+]. (3) The reactants are: [F:1][C:2]1[CH:3]=[C:4]2[N:14]([S:15]([C:18]3[CH:24]=[CH:23][C:21]([CH3:22])=[CH:20][CH:19]=3)(=[O:17])=[O:16])[CH:13]=[CH:12][C:5]2=[N:6][C:7]=1[C:8](=[N:10]O)[CH3:9].[NH4+].[Cl-]. Given the product [F:1][C:2]1[CH:3]=[C:4]2[N:14]([S:15]([C:18]3[CH:24]=[CH:23][C:21]([CH3:22])=[CH:20][CH:19]=3)(=[O:17])=[O:16])[CH:13]=[CH:12][C:5]2=[N:6][C:7]=1[CH:8]([NH2:10])[CH3:9], predict the reactants needed to synthesize it. (4) Given the product [Cl:1][C:2]1[N:7]=[C:6]([N:20]2[CH2:21][CH2:22][O:23][CH2:24][C@@H:19]2[CH3:18])[CH:5]=[CH:4][N:3]=1, predict the reactants needed to synthesize it. The reactants are: [Cl:1][C:2]1[N:7]=[C:6](Cl)[CH:5]=[CH:4][N:3]=1.CCN(C(C)C)C(C)C.[CH3:18][C@H:19]1[CH2:24][O:23][CH2:22][CH2:21][NH:20]1. (5) Given the product [C:22]([O:25][CH2:26][C:27]1[C:28]([N:42]2[N:51]=[CH:50][C:49]3[C:44](=[C:45]([F:56])[CH:46]=[C:47]([C:52]([CH3:54])([CH3:53])[CH3:55])[CH:48]=3)[C:43]2=[O:57])=[N:29][CH:30]=[CH:31][C:32]=1[C:2]1[CH:3]=[C:4]([NH:10][C:11]2[CH:21]=[C:14]3[CH2:15][O:16][C:17]([CH3:20])([CH3:19])[CH2:18][N:13]3[N:12]=2)[C:5](=[O:9])[N:6]([CH3:8])[CH:7]=1)(=[O:24])[CH3:23], predict the reactants needed to synthesize it. The reactants are: Br[C:2]1[CH:3]=[C:4]([NH:10][C:11]2[CH:21]=[C:14]3[CH2:15][O:16][C:17]([CH3:20])([CH3:19])[CH2:18][N:13]3[N:12]=2)[C:5](=[O:9])[N:6]([CH3:8])[CH:7]=1.[C:22]([O:25][CH2:26][C:27]1[C:28]([N:42]2[N:51]=[CH:50][C:49]3[C:44](=[C:45]([F:56])[CH:46]=[C:47]([C:52]([CH3:55])([CH3:54])[CH3:53])[CH:48]=3)[C:43]2=[O:57])=[N:29][CH:30]=[CH:31][C:32]=1B1OC(C)(C)C(C)(C)O1)(=[O:24])[CH3:23].C([O-])(=O)C.[Na+].[O-]P([O-])([O-])=O.[K+].[K+].[K+]. (6) Given the product [CH3:1][O:2][C:3]1[CH:8]=[C:7]([O:9][CH3:10])[CH:6]=[CH:5][C:4]=1[C:11]1([CH3:18])[NH:15][C:14](=[O:16])[N:13]([CH2:20][C:21](=[O:22])[C:23]2[CH:28]=[CH:27][CH:26]=[CH:25][CH:24]=2)[C:12]1=[O:17], predict the reactants needed to synthesize it. The reactants are: [CH3:1][O:2][C:3]1[CH:8]=[C:7]([O:9][CH3:10])[CH:6]=[CH:5][C:4]=1[C:11]1([CH3:18])[NH:15][C:14](=[O:16])[NH:13][C:12]1=[O:17].Br[CH2:20][C:21]([C:23]1[CH:28]=[CH:27][CH:26]=[CH:25][CH:24]=1)=[O:22].